Dataset: Forward reaction prediction with 1.9M reactions from USPTO patents (1976-2016). Task: Predict the product of the given reaction. (1) Given the reactants Br[C:2]1[CH:7]=[CH:6][C:5]([CH2:8][C:9]([O:11][CH3:12])=[O:10])=[C:4]([F:13])[CH:3]=1.[CH3:14][C:15]1[C:20](B(O)O)=[CH:19][CH:18]=[CH:17][N:16]=1.C(O[K])(C)=O, predict the reaction product. The product is: [F:13][C:4]1[CH:3]=[C:2]([C:20]2[C:15]([CH3:14])=[N:16][CH:17]=[CH:18][CH:19]=2)[CH:7]=[CH:6][C:5]=1[CH2:8][C:9]([O:11][CH3:12])=[O:10]. (2) Given the reactants [CH3:1][NH2:2].[CH3:3][O:4][C:5]([C:7]1[CH:8]=[C:9]([CH3:29])[C:10]2[O:16][C:15]3[C:17]([Cl:25])=[CH:18][C:19]([NH:21][CH2:22][CH2:23]Cl)=[CH:20][C:14]=3[CH2:13][S:12](=[O:27])(=[O:26])[C:11]=2[CH:28]=1)=[O:6], predict the reaction product. The product is: [CH3:3][O:4][C:5]([C:7]1[CH:8]=[C:9]([CH3:29])[C:10]2[O:16][C:15]3[C:17]([Cl:25])=[CH:18][C:19]([NH:21][CH2:22][CH2:23][NH:2][CH3:1])=[CH:20][C:14]=3[CH2:13][S:12](=[O:27])(=[O:26])[C:11]=2[CH:28]=1)=[O:6].